From a dataset of Forward reaction prediction with 1.9M reactions from USPTO patents (1976-2016). Predict the product of the given reaction. (1) Given the reactants [CH2:1]([O:3][C:4]1[CH:5]=[C:6]([C:10]2[CH:15]=[CH:14][C:13]([CH:16](C(OC)=O)[C:17]([O:19]C)=[O:18])=[C:12]([N+:25]([O-:27])=[O:26])[CH:11]=2)[CH:7]=[CH:8][CH:9]=1)[CH3:2].Cl, predict the reaction product. The product is: [CH2:1]([O:3][C:4]1[CH:5]=[C:6]([C:10]2[CH:15]=[CH:14][C:13]([CH2:16][C:17]([OH:19])=[O:18])=[C:12]([N+:25]([O-:27])=[O:26])[CH:11]=2)[CH:7]=[CH:8][CH:9]=1)[CH3:2]. (2) Given the reactants [CH2:1]1[CH:8]2[N:9]([CH2:10][C:11]3[CH:16]=[CH:15][CH:14]=[CH:13][CH:12]=3)[CH:3]([CH2:4][C:5]([CH2:7]2)=O)[CH2:2]1.CC1C=CC(S([CH2:27][N+:28]#[C-])(=O)=O)=CC=1.C(O)C.[K], predict the reaction product. The product is: [CH2:10]([N:9]1[CH:3]2[CH2:2][CH2:1][CH:8]1[CH2:7][CH:5]([C:27]#[N:28])[CH2:4]2)[C:11]1[CH:16]=[CH:15][CH:14]=[CH:13][CH:12]=1. (3) The product is: [NH2:12][C:8]1[CH:7]=[C:6]([N:13]2[CH2:18][CH2:17][N:16]([C:20]([NH:19][C:22]3[CH:27]=[CH:26][CH:25]=[CH:24][C:23]=3[O:28][CH3:29])=[O:21])[CH2:15][CH2:14]2)[C:5]2[C:10](=[CH:11][C:2]([Cl:1])=[CH:3][CH:4]=2)[N:9]=1. Given the reactants [Cl:1][C:2]1[CH:11]=[C:10]2[C:5]([C:6]([N:13]3[CH2:18][CH2:17][NH:16][CH2:15][CH2:14]3)=[CH:7][C:8]([NH2:12])=[N:9]2)=[CH:4][CH:3]=1.[N:19]([C:22]1[CH:27]=[CH:26][CH:25]=[CH:24][C:23]=1[O:28][CH3:29])=[C:20]=[O:21].C(N(C(C)C)CC)(C)C, predict the reaction product. (4) Given the reactants Cl[C:2]1[CH:7]=[C:6]([O:8][C:9]2[CH:16]=[CH:15][C:14]([CH:17]=[O:18])=[CH:13][C:10]=2[C:11]#[N:12])[CH:5]=[CH:4][N:3]=1.[C:19]([Zn]C#N)#[N:20], predict the reaction product. The product is: [C:11]([C:10]1[CH:13]=[C:14]([CH:17]=[O:18])[CH:15]=[CH:16][C:9]=1[O:8][C:6]1[CH:5]=[CH:4][N:3]=[C:2]([C:19]#[N:20])[CH:7]=1)#[N:12]. (5) Given the reactants [C:1]([N:4]1[C:12]2[C:7](=[CH:8][C:9]([C:13](=[O:20])[C:14]3[CH:19]=[CH:18][CH:17]=[CH:16][CH:15]=3)=[CH:10][CH:11]=2)[CH2:6][C:5]1=[O:21])(=[O:3])[CH3:2].[CH3:22][CH2:23][O:24][C:25](OCC)(OCC)[C:26]1[CH:31]=[CH:30][CH:29]=[CH:28][CH:27]=1, predict the reaction product. The product is: [C:1]([N:4]1[C:12]2[C:7](=[CH:8][C:9]([C:13](=[O:20])[C:14]3[CH:15]=[CH:16][CH:17]=[CH:18][CH:19]=3)=[CH:10][CH:11]=2)[C:6](=[C:25]([O:24][CH2:23][CH3:22])[C:26]2[CH:31]=[CH:30][CH:29]=[CH:28][CH:27]=2)[C:5]1=[O:21])(=[O:3])[CH3:2]. (6) Given the reactants Cl[C:2]([O:4][CH2:5][CH3:6])=[O:3].C1O[C:10]2([CH2:19][CH2:18][C:13]3([NH:17][CH2:16][CH2:15][CH2:14]3)[CH2:12][CH2:11]2)[O:9]C1.C(N(CC)CC)C, predict the reaction product. The product is: [N:17]1([C:2]([O:4][CH2:5][CH3:6])=[O:3])[C:13]2([CH2:18][CH2:19][C:10](=[O:9])[CH2:11][CH2:12]2)[CH2:14][CH2:15][CH2:16]1.